This data is from Full USPTO retrosynthesis dataset with 1.9M reactions from patents (1976-2016). The task is: Predict the reactants needed to synthesize the given product. (1) Given the product [CH3:33][O:35][C:11]1[CH:10]=[C:9]2[C:18](=[CH:17][CH:16]=1)[N:32]=[C:6]([CH3:2])[N:7]=[CH:8]2, predict the reactants needed to synthesize it. The reactants are: F[C:2](F)([CH2:6][NH:7][CH2:8][C:9]1[CH:18]=[CH:17][C:16]2[C:11](=CC=C(OC3CCC4(CCCCC4)CC3)C=2)[CH:10]=1)C(O)=O.[NH3:32].[CH2:33]([OH:35])C. (2) Given the product [Cl:1][C:2]1[CH:3]=[C:4]([NH:19][S:29]([C:22]2[C:23]([CH3:28])=[CH:24][C:25]([CH3:27])=[CH:26][C:21]=2[CH3:20])(=[O:31])=[O:30])[CH:5]=[N:6][C:7]=1[O:8][C:9]1[CH:10]=[N:11][C:12]2[C:17]([CH:18]=1)=[CH:16][CH:15]=[CH:14][CH:13]=2, predict the reactants needed to synthesize it. The reactants are: [Cl:1][C:2]1[CH:3]=[C:4]([NH2:19])[CH:5]=[N:6][C:7]=1[O:8][C:9]1[CH:10]=[N:11][C:12]2[C:17]([CH:18]=1)=[CH:16][CH:15]=[CH:14][CH:13]=2.[CH3:20][C:21]1[CH:26]=[C:25]([CH3:27])[CH:24]=[C:23]([CH3:28])[C:22]=1[S:29](Cl)(=[O:31])=[O:30]. (3) Given the product [Br:1][C:2]1[CH:3]=[C:4]([CH:8]([OH:10])[CH3:9])[CH:5]=[N:6][CH:7]=1, predict the reactants needed to synthesize it. The reactants are: [Br:1][C:2]1[CH:3]=[C:4]([C:8](=[O:10])[CH3:9])[CH:5]=[N:6][CH:7]=1.[BH4-].[Na+]. (4) Given the product [N+:17]([C:20]1[CH:24]=[CH:23][N:22]([CH2:2][C:3]#[C:4][CH2:5][N:6]2[C:14](=[O:15])[C:13]3[C:8](=[CH:9][CH:10]=[CH:11][CH:12]=3)[C:7]2=[O:16])[N:21]=1)([O-:19])=[O:18], predict the reactants needed to synthesize it. The reactants are: O[CH2:2][C:3]#[C:4][CH2:5][N:6]1[C:14](=[O:15])[C:13]2[C:8](=[CH:9][CH:10]=[CH:11][CH:12]=2)[C:7]1=[O:16].[N+:17]([C:20]1[CH:24]=[CH:23][NH:22][N:21]=1)([O-:19])=[O:18].C1(P(C2C=CC=CC=2)C2C=CC=CC=2)C=CC=CC=1.N(C(OC(C)C)=O)=NC(OC(C)C)=O. (5) Given the product [N+:8]([C:7]1[C:2]([NH:26][C@H:23]2[CH2:22][CH2:21][C@H:20]([CH2:19][C:18]([O:17][CH2:15][CH3:16])=[O:27])[CH2:25][CH2:24]2)=[C:3]2[S:13][CH:12]=[CH:11][C:4]2=[N:5][CH:6]=1)([O-:10])=[O:9], predict the reactants needed to synthesize it. The reactants are: Cl[C:2]1[C:7]([N+:8]([O-:10])=[O:9])=[CH:6][N:5]=[C:4]2[CH:11]=[CH:12][S:13][C:3]=12.Cl.[CH2:15]([O:17][C:18](=[O:27])[CH2:19][C@H:20]1[CH2:25][CH2:24][C@H:23]([NH2:26])[CH2:22][CH2:21]1)[CH3:16].C(N(CC)CC)C. (6) Given the product [C:11]1([S:17]([CH:20]([O:5][CH:1]2[CH2:2][CH2:7]2)[CH:21]=[O:23])(=[O:18])=[O:19])[CH:12]=[CH:13][CH:14]=[CH:15][CH:16]=1, predict the reactants needed to synthesize it. The reactants are: [C:1](Cl)(=[O:5])[C:2](Cl)=O.[CH3:7]S(C)=O.[C:11]1([S:17]([CH2:20][CH:21]([O:23]C2CC2)O)(=[O:19])=[O:18])[CH:16]=[CH:15][CH:14]=[CH:13][CH:12]=1.C(N(CC)CC)C. (7) Given the product [CH3:7][O:6][CH:3]([O:2][CH3:1])[C:4]1[CH2:18][C:19]2([CH2:24][CH2:23][CH2:22][CH2:21][CH2:20]2)[O:9][N:8]=1, predict the reactants needed to synthesize it. The reactants are: [CH3:1][O:2][CH:3]([O:6][CH3:7])[CH:4]=O.[NH2:8][OH:9].C1C(=O)N(Cl)C(=O)C1.[CH2:18]=[C:19]1[CH2:24][CH2:23][CH2:22][CH2:21][CH2:20]1.CCN(C(C)C)C(C)C. (8) The reactants are: [H-].[Na+].[NH:3]1[CH2:7][CH2:6][C@@H:5]([CH2:8][OH:9])[CH2:4]1.[Cl:10][C:11]1[CH:12]=[C:13]([NH:25][C:26]2[C:35]3[C:30](=[CH:31][CH:32]=[CH:33][C:34]=3F)[N:29]=[CH:28][N:27]=2)[CH:14]=[CH:15][C:16]=1[O:17][CH2:18][C:19]1[CH:24]=[CH:23][CH:22]=[CH:21][N:20]=1. Given the product [Cl:10][C:11]1[CH:12]=[C:13]([NH:25][C:26]2[C:35]3[C:30](=[CH:31][CH:32]=[CH:33][C:34]=3[O:9][CH2:8][C@@H:5]3[CH2:6][CH2:7][NH:3][CH2:4]3)[N:29]=[CH:28][N:27]=2)[CH:14]=[CH:15][C:16]=1[O:17][CH2:18][C:19]1[CH:24]=[CH:23][CH:22]=[CH:21][N:20]=1, predict the reactants needed to synthesize it. (9) Given the product [CH2:14]([O:10][CH2:1][CH2:2][O:3][CH2:4][CH2:5][O:6][CH2:7][CH2:8][OH:9])[CH2:15][CH3:16], predict the reactants needed to synthesize it. The reactants are: [CH2:1]([OH:10])[CH2:2][O:3][CH2:4][CH2:5][O:6][CH2:7][CH2:8][OH:9].[H-].[Na+].Br[CH:14](O)[CH2:15][CH3:16].C(OCC)(=O)C.